This data is from Reaction yield outcomes from USPTO patents with 853,638 reactions. The task is: Predict the reaction yield, written as a fraction of the theoretical maximum amount of product (1.0 means a 100% yield; for example, 0.34 means a 34% yield). (1) The reactants are [OH-].[K+].[Br:3][C:4]1[CH:5]=[CH:6][C:7]2[NH:8][C:9]3[C:14]([C:15]=2[CH:16]=1)=[CH:13][C:12]([Br:17])=[CH:11][CH:10]=3.[Br:18][CH2:19][CH2:20][CH2:21]Br. The catalyst is CN(C=O)C.CCOC(C)=O. The product is [Br:17][C:12]1[CH:11]=[CH:10][C:9]2[N:8]([CH2:21][CH2:20][CH2:19][Br:18])[C:7]3[C:15]([C:14]=2[CH:13]=1)=[CH:16][C:4]([Br:3])=[CH:5][CH:6]=3. The yield is 0.286. (2) The reactants are Cl[C:2]1[C:14]2[C:13]3[C:8](=[CH:9][CH:10]=[CH:11][CH:12]=3)[NH:7][C:6]=2[N:5]=[C:4]([NH:15][C:16](=[O:21])[C:17]([CH3:20])([CH3:19])[CH3:18])[N:3]=1.[CH3:22][O:23][C:24]1[CH:31]=[CH:30][C:27]([NH:28][CH3:29])=[CH:26][CH:25]=1. No catalyst specified. The product is [CH3:22][O:23][C:24]1[CH:31]=[CH:30][C:27]([N:28]([CH3:29])[C:2]2[C:14]3[C:13]4[C:8](=[CH:9][CH:10]=[CH:11][CH:12]=4)[NH:7][C:6]=3[N:5]=[C:4]([NH:15][C:16](=[O:21])[C:17]([CH3:20])([CH3:19])[CH3:18])[N:3]=2)=[CH:26][CH:25]=1. The yield is 0.370. (3) The reactants are [C:1]([O:5][C:6](=[O:9])[CH2:7][NH2:8])([CH3:4])([CH3:3])[CH3:2].[CH2:10]([O:17][C:18](=[O:25])[C:19]([CH3:24])([CH3:23])[CH2:20][CH:21]=O)[C:11]1[CH:16]=[CH:15][CH:14]=[CH:13][CH:12]=1. The catalyst is C(Cl)Cl. The product is [CH2:10]([O:17][C:18](=[O:25])[C:19]([CH3:24])([CH3:23])[CH2:20]/[CH:21]=[N:8]/[CH2:7][C:6]([O:5][C:1]([CH3:4])([CH3:3])[CH3:2])=[O:9])[C:11]1[CH:16]=[CH:15][CH:14]=[CH:13][CH:12]=1. The yield is 0.930. (4) The reactants are [CH3:1][N:2]1[CH2:15][CH2:14][C:5]2[NH:6][C:7]3[CH:8]=[CH:9][C:10]([CH3:13])=[CH:11][C:12]=3[C:4]=2[CH2:3]1.[OH-].[K+].Br[CH2:19][CH2:20][C:21]1[CH:26]=[CH:25][C:24]([O:27][C:28]([CH3:31])([CH3:30])[CH3:29])=[CH:23][CH:22]=1. The catalyst is CN1CCCC1=O.O. The product is [C:28]([O:27][C:24]1[CH:23]=[CH:22][C:21]([CH2:20][CH2:19][N:6]2[C:7]3[CH:8]=[CH:9][C:10]([CH3:13])=[CH:11][C:12]=3[C:4]3[CH2:3][N:2]([CH3:1])[CH2:15][CH2:14][C:5]2=3)=[CH:26][CH:25]=1)([CH3:30])([CH3:29])[CH3:31]. The yield is 0.0600. (5) The reactants are [F:1][C:2]1[CH:7]=[C:6]([F:8])[CH:5]=[CH:4][C:3]=1[NH:9][C:10]([NH:12][C:13]1[CH:18]=[CH:17][C:16]([O:19][C:20]2[CH:25]=[CH:24][N:23]=[C:22]3[CH:26]=[C:27]([C:29]4[N:30]([CH3:40])[C:31]([CH2:34][NH:35][CH2:36][CH2:37][O:38][CH3:39])=[CH:32][N:33]=4)[S:28][C:21]=23)=[C:15]([F:41])[CH:14]=1)=[O:11].[C:42]([O:46][C:47]([NH:49][C@@H:50]([CH:54]([CH3:56])[CH3:55])[C:51](O)=[O:52])=[O:48])([CH3:45])([CH3:44])[CH3:43].CCN(C(C)C)C(C)C.CN(C(ON1N=NC2C=CC=NC1=2)=[N+](C)C)C.F[P-](F)(F)(F)(F)F. The catalyst is CN(C=O)C.CCOC(C)=O. The product is [F:1][C:2]1[CH:7]=[C:6]([F:8])[CH:5]=[CH:4][C:3]=1[NH:9][C:10](=[O:11])[NH:12][C:13]1[CH:18]=[CH:17][C:16]([O:19][C:20]2[CH:25]=[CH:24][N:23]=[C:22]3[CH:26]=[C:27]([C:29]4[N:30]([CH3:40])[C:31]([CH2:34][N:35]([CH2:36][CH2:37][O:38][CH3:39])[C:51](=[O:52])[C@@H:50]([NH:49][C:47](=[O:48])[O:46][C:42]([CH3:45])([CH3:44])[CH3:43])[CH:54]([CH3:56])[CH3:55])=[CH:32][N:33]=4)[S:28][C:21]=23)=[C:15]([F:41])[CH:14]=1. The yield is 0.530. (6) The reactants are [NH2:1][C:2]1[N:6]([CH2:7][CH2:8][C:9](=[O:11])[NH2:10])[C:5]2[CH:12]=[CH:13][C:14]([N:16]([CH3:25])[C:17](=[O:24])[C:18]3[CH:23]=[CH:22][CH:21]=[CH:20][CH:19]=3)=[CH:15][C:4]=2[N:3]=1.[C:26]([O:30][C:31]([NH:33][C:34]1[S:35][CH:36]=[C:37]([C:39]2[S:43][C:42]([C:44](O)=[O:45])=[CH:41][CH:40]=2)[N:38]=1)=[O:32])([CH3:29])([CH3:28])[CH3:27].C(Cl)CCl.C1C=CC2N(O)N=NC=2C=1.CCN(C(C)C)C(C)C. The catalyst is CN(C=O)C.O. The product is [C:26]([O:30][C:31](=[O:32])[NH:33][C:34]1[S:35][CH:36]=[C:37]([C:39]2[S:43][C:42]([C:44](=[O:45])[NH:1][C:2]3[N:6]([CH2:7][CH2:8][C:9](=[O:11])[NH2:10])[C:5]4[CH:12]=[CH:13][C:14]([N:16]([C:17](=[O:24])[C:18]5[CH:23]=[CH:22][CH:21]=[CH:20][CH:19]=5)[CH3:25])=[CH:15][C:4]=4[N:3]=3)=[CH:41][CH:40]=2)[N:38]=1)([CH3:29])([CH3:27])[CH3:28]. The yield is 0.500. (7) The reactants are [C:1]([NH:3][C:4](=[N:12][C:13]1[CH:18]=[CH:17][C:16]([O:19][CH2:20][CH2:21][N:22]2[CH2:26][CH2:25][CH2:24][CH2:23]2)=[CH:15][CH:14]=1)OC1C=CC=CC=1)#[N:2].[NH:27]([C:29]1[C:30]2[CH2:40][CH2:39][CH2:38][CH2:37][CH2:36][CH2:35][C:31]=2[N:32]=[CH:33][N:34]=1)[NH2:28]. The catalyst is C(O)(C)C. The product is [N:32]1[C:31]2[CH2:35][CH2:36][CH2:37][CH2:38][CH2:39][CH2:40][C:30]=2[C:29]([N:27]2[C:1]([NH2:2])=[N:3][C:4]([NH:12][C:13]3[CH:14]=[CH:15][C:16]([O:19][CH2:20][CH2:21][N:22]4[CH2:23][CH2:24][CH2:25][CH2:26]4)=[CH:17][CH:18]=3)=[N:28]2)=[N:34][CH:33]=1. The yield is 0.780. (8) The reactants are C[O:2][C:3](=[O:44])[CH2:4][CH:5]1[CH2:10][CH2:9][C@H:8]([C:11](=[O:32])[NH:12][C:13]2[CH:18]=[CH:17][C:16]([O:19][CH2:20][C:21]3[C:30]4[C:25](=[CH:26][CH:27]=[CH:28][CH:29]=4)[N:24]=[C:23]([CH3:31])[CH:22]=3)=[CH:15][CH:14]=2)[C@@H:7]([C:33](=[O:43])[NH:34][O:35][CH2:36][C:37]2[CH:42]=[CH:41][CH:40]=[CH:39][CH:38]=2)[CH2:6]1.O.[OH-].[Li+].Cl. The catalyst is C1COCC1. The product is [CH2:36]([O:35][NH:34][C:33]([C@@H:7]1[C@@H:8]([C:11](=[O:32])[NH:12][C:13]2[CH:18]=[CH:17][C:16]([O:19][CH2:20][C:21]3[C:30]4[C:25](=[CH:26][CH:27]=[CH:28][CH:29]=4)[N:24]=[C:23]([CH3:31])[CH:22]=3)=[CH:15][CH:14]=2)[CH2:9][CH2:10][CH:5]([CH2:4][C:3]([OH:44])=[O:2])[CH2:6]1)=[O:43])[C:37]1[CH:38]=[CH:39][CH:40]=[CH:41][CH:42]=1. The yield is 0.900.